Dataset: Reaction yield outcomes from USPTO patents with 853,638 reactions. Task: Predict the reaction yield, written as a fraction of the theoretical maximum amount of product (1.0 means a 100% yield; for example, 0.34 means a 34% yield). The reactants are [F:1][C:2]1[CH:7]=[CH:6][C:5]([CH2:8][C:9]2[CH:18]=[C:17]3[C:12]([C:13]([OH:26])=[C:14]([C:21](OCC)=[O:22])[C:15](=[O:20])[N:16]3[CH3:19])=[N:11][CH:10]=2)=[CH:4][CH:3]=1.[CH2:27]([S:29][CH2:30][CH2:31][NH2:32])[CH3:28].[CH2:27]([S:29][CH2:30][CH2:31][NH2:32])[CH3:28]. No catalyst specified. The product is [CH2:27]([S:29][CH2:30][CH2:31][NH:32][C:21]([C:14]1[C:15](=[O:20])[N:16]([CH3:19])[C:17]2[C:12]([C:13]=1[OH:26])=[N:11][CH:10]=[C:9]([CH2:8][C:5]1[CH:4]=[CH:3][C:2]([F:1])=[CH:7][CH:6]=1)[CH:18]=2)=[O:22])[CH3:28]. The yield is 0.760.